Task: Regression. Given two drug SMILES strings and cell line genomic features, predict the synergy score measuring deviation from expected non-interaction effect.. Dataset: NCI-60 drug combinations with 297,098 pairs across 59 cell lines (1) Drug 1: CC(CN1CC(=O)NC(=O)C1)N2CC(=O)NC(=O)C2. Synergy scores: CSS=5.16, Synergy_ZIP=-3.12, Synergy_Bliss=-2.18, Synergy_Loewe=-2.07, Synergy_HSA=-2.57. Drug 2: CC1CCCC2(C(O2)CC(NC(=O)CC(C(C(=O)C(C1O)C)(C)C)O)C(=CC3=CSC(=N3)C)C)C. Cell line: OVCAR-4. (2) Drug 2: CC1OCC2C(O1)C(C(C(O2)OC3C4COC(=O)C4C(C5=CC6=C(C=C35)OCO6)C7=CC(=C(C(=C7)OC)O)OC)O)O. Drug 1: CC(CN1CC(=O)NC(=O)C1)N2CC(=O)NC(=O)C2. Synergy scores: CSS=38.1, Synergy_ZIP=0.852, Synergy_Bliss=4.51, Synergy_Loewe=7.03, Synergy_HSA=8.83. Cell line: NCI-H522. (3) Drug 1: CC1C(C(CC(O1)OC2CC(CC3=C2C(=C4C(=C3O)C(=O)C5=C(C4=O)C(=CC=C5)OC)O)(C(=O)C)O)N)O.Cl. Drug 2: C1CN(P(=O)(OC1)NCCCl)CCCl. Cell line: IGROV1. Synergy scores: CSS=32.1, Synergy_ZIP=-5.28, Synergy_Bliss=4.76, Synergy_Loewe=-48.2, Synergy_HSA=5.12. (4) Drug 1: C1CCC(CC1)NC(=O)N(CCCl)N=O. Drug 2: CCC(=C(C1=CC=CC=C1)C2=CC=C(C=C2)OCCN(C)C)C3=CC=CC=C3.C(C(=O)O)C(CC(=O)O)(C(=O)O)O. Cell line: SR. Synergy scores: CSS=34.6, Synergy_ZIP=-4.01, Synergy_Bliss=-8.55, Synergy_Loewe=-14.5, Synergy_HSA=-7.35. (5) Drug 1: COC1=C(C=C2C(=C1)N=CN=C2NC3=CC(=C(C=C3)F)Cl)OCCCN4CCOCC4. Drug 2: C#CCC(CC1=CN=C2C(=N1)C(=NC(=N2)N)N)C3=CC=C(C=C3)C(=O)NC(CCC(=O)O)C(=O)O. Cell line: NCIH23. Synergy scores: CSS=9.95, Synergy_ZIP=-3.68, Synergy_Bliss=-1.45, Synergy_Loewe=-2.99, Synergy_HSA=-3.12. (6) Drug 1: CC12CCC3C(C1CCC2O)C(CC4=C3C=CC(=C4)O)CCCCCCCCCS(=O)CCCC(C(F)(F)F)(F)F. Synergy scores: CSS=33.6, Synergy_ZIP=-11.4, Synergy_Bliss=-3.88, Synergy_Loewe=-20.6, Synergy_HSA=-0.627. Cell line: ACHN. Drug 2: C1=NC2=C(N1)C(=S)N=CN2. (7) Drug 1: C1=C(C(=O)NC(=O)N1)N(CCCl)CCCl. Drug 2: C1=CN(C(=O)N=C1N)C2C(C(C(O2)CO)O)O.Cl. Cell line: BT-549. Synergy scores: CSS=41.0, Synergy_ZIP=-14.8, Synergy_Bliss=-3.87, Synergy_Loewe=-24.4, Synergy_HSA=0.315.